From a dataset of Full USPTO retrosynthesis dataset with 1.9M reactions from patents (1976-2016). Predict the reactants needed to synthesize the given product. (1) Given the product [C:1]([C:7]1[C:11]2[CH:12]=[CH:13][CH:14]=[CH:15][C:10]=2[O:9][C:8]=1[C:16]1[CH:17]=[C:18]2[C:23](=[CH:24][CH:25]=1)[CH:22]=[C:21]([O:26][CH:27]([CH2:33][C:34]1[CH:35]=[CH:36][CH:37]=[CH:38][CH:39]=1)[C:28]([OH:30])=[O:29])[CH:20]=[CH:19]2)(=[O:6])[CH2:2][CH2:3][CH2:4][CH3:5], predict the reactants needed to synthesize it. The reactants are: [C:1]([C:7]1[C:11]2[CH:12]=[CH:13][CH:14]=[CH:15][C:10]=2[O:9][C:8]=1[C:16]1[CH:17]=[C:18]2[C:23](=[CH:24][CH:25]=1)[CH:22]=[C:21]([O:26][CH:27]([CH2:33][C:34]1[CH:39]=[CH:38][CH:37]=[CH:36][CH:35]=1)[C:28]([O:30]CC)=[O:29])[CH:20]=[CH:19]2)(=[O:6])[CH2:2][CH2:3][CH2:4][CH3:5].[OH-].[K+]. (2) Given the product [NH2:4][C:5]1[CH:10]=[C:9]([O:11][CH3:12])[CH:8]=[CH:7][C:6]=1[C:13]1([CH2:19][CH2:20][CH2:21][CH2:22][C:23]([O:25][CH3:26])=[O:24])[S:14][CH2:15][CH2:16][CH2:17][S:18]1, predict the reactants needed to synthesize it. The reactants are: C([NH:4][C:5]1[CH:10]=[C:9]([O:11][CH3:12])[CH:8]=[CH:7][C:6]=1[C:13]1([CH2:19][CH2:20][CH2:21][CH2:22][C:23]([O:25][CH3:26])=[O:24])[S:18][CH2:17][CH2:16][CH2:15][S:14]1)(=O)C.Cl. (3) Given the product [NH2:1][C:2]1[CH:3]=[C:4]([C:58]2[CH2:57][C@@H:45]3[N:44]([CH:59]=2)[C:43](=[O:67])[C:42]2[CH:68]=[C:69]([O:70][CH3:71])[C:39]([O:38][CH2:37][CH2:36][CH2:35][O:34][C:32]4[C:31]([O:72][CH3:73])=[CH:30][C:25]5[C:26](=[O:29])[N:27]6[CH:28]=[C:19]([C:16]7[CH:15]=[CH:14][C:13]([O:12][CH3:11])=[CH:18][CH:17]=7)[CH2:20][C@H:21]6[C:22](=[O:82])[N:23]([CH2:74][O:75][CH2:76][CH2:77][Si:78]([CH3:79])([CH3:81])[CH3:80])[C:24]=5[CH:33]=4)=[CH:40][C:41]=2[N:47]([CH2:48][O:49][CH2:50][CH2:51][Si:52]([CH3:53])([CH3:54])[CH3:55])[C:46]3=[O:56])[CH:5]=[CH:6][CH:7]=1, predict the reactants needed to synthesize it. The reactants are: [NH2:1][C:2]1[CH:3]=[C:4](B(O)O)[CH:5]=[CH:6][CH:7]=1.[CH3:11][O:12][C:13]1[CH:18]=[CH:17][C:16]([C:19]2[CH2:20][C@@H:21]3[N:27]([CH:28]=2)[C:26](=[O:29])[C:25]2[CH:30]=[C:31]([O:72][CH3:73])[C:32]([O:34][CH2:35][CH2:36][CH2:37][O:38][C:39]4[C:69]([O:70][CH3:71])=[CH:68][C:42]5[C:43](=[O:67])[N:44]6[CH:59]=[C:58](S(C(F)(F)F)(=O)=O)[CH2:57][C@H:45]6[C:46](=[O:56])[N:47]([CH2:48][O:49][CH2:50][CH2:51][Si:52]([CH3:55])([CH3:54])[CH3:53])[C:41]=5[CH:40]=4)=[CH:33][C:24]=2[N:23]([CH2:74][O:75][CH2:76][CH2:77][Si:78]([CH3:81])([CH3:80])[CH3:79])[C:22]3=[O:82])=[CH:15][CH:14]=1.C(=O)([O-])[O-].[Na+].[Na+]. (4) Given the product [N:4]1[CH:5]=[CH:6][CH:7]=[C:2]([C:1]2[S:8][CH:11]=[C:12]([CH:14]3[CH2:19][CH2:18][CH2:17][CH2:16][CH2:15]3)[N:9]=2)[CH:3]=1, predict the reactants needed to synthesize it. The reactants are: [C:1]([NH2:9])(=[S:8])[C:2]1[CH:7]=[CH:6][CH:5]=[N:4][CH:3]=1.Br[CH2:11][C:12]([CH:14]1[CH2:19][CH2:18][CH2:17][CH2:16][CH2:15]1)=O. (5) Given the product [F:7][C:8]([F:26])([F:27])[C:9]1[CH:10]=[CH:11][C:12]([C:15]2[CH:20]=[CH:19][C:18]([CH2:21][OH:22])=[CH:17][CH:16]=2)=[CH:13][CH:14]=1, predict the reactants needed to synthesize it. The reactants are: [H-].[Al+3].[Li+].[H-].[H-].[H-].[F:7][C:8]([F:27])([F:26])[C:9]1[CH:14]=[CH:13][C:12]([C:15]2[CH:20]=[CH:19][C:18]([C:21](OCC)=[O:22])=[CH:17][CH:16]=2)=[CH:11][CH:10]=1.[Cl-].[NH4+].